This data is from Retrosynthesis with 50K atom-mapped reactions and 10 reaction types from USPTO. The task is: Predict the reactants needed to synthesize the given product. (1) Given the product c1ccc(CCC2(CCc3ccccc3)OCCO2)cc1, predict the reactants needed to synthesize it. The reactants are: O=C(CCc1ccccc1)CCc1ccccc1.OCCO. (2) Given the product COC(=O)Cc1ccc(OCC(C)NCC(O)c2cccc(Cl)c2)cc1, predict the reactants needed to synthesize it. The reactants are: COC(=O)Cc1ccc(OCC(C)=O)cc1.NCC(O)c1cccc(Cl)c1. (3) Given the product COCCn1nc2c(N)nc3ccccc3c2c1CC(C)(C)NC(=O)c1ccc(F)cc1, predict the reactants needed to synthesize it. The reactants are: COCCn1nc2c(N)nc3ccccc3c2c1CC(C)(C)N.O=C(Cl)c1ccc(F)cc1. (4) The reactants are: CN1CCOC(CCl)C1.N#Cc1ccnc(-c2c[nH]cn2)c1. Given the product CN1CCOC(Cn2cnc(-c3cc(C#N)ccn3)c2)C1, predict the reactants needed to synthesize it. (5) Given the product c1cnc2c(c1)CCCC2N(CCn1ccnc1)Cc1nc2ccccc2[nH]1, predict the reactants needed to synthesize it. The reactants are: CC(C)(C)OC(=O)n1c(CN(CCn2ccnc2)C2CCCc3cccnc32)nc2ccccc21. (6) Given the product O=[N+]([O-])c1cc([N+](=O)[O-])c(OCCO)c(C(F)(F)F)c1, predict the reactants needed to synthesize it. The reactants are: O=[N+]([O-])c1cc([N+](=O)[O-])c(Cl)c(C(F)(F)F)c1.OCCO. (7) Given the product CC(C)(C)OC(=O)N[C@H]1CC[C@H](NC(=O)CCl)CC1, predict the reactants needed to synthesize it. The reactants are: CC(C)(C)OC(=O)N[C@H]1CC[C@H](N)CC1.O=C(Cl)CCl.